From a dataset of Forward reaction prediction with 1.9M reactions from USPTO patents (1976-2016). Predict the product of the given reaction. (1) Given the reactants C1(P(C2C=CC=CC=2)C2C=CC=CC=2)C=CC=CC=1.II.[Si:22]([O:29][C@@H:30]([CH3:58])[C@@H:31]([NH:48][C:49]1[CH:54]=[CH:53][C:52]([C:55]#[N:56])=[C:51]([Cl:57])[CH:50]=1)[C:32]([NH:34][NH:35][C:36](=[O:47])[C:37]1[CH:42]=[CH:41][C:40]([S:43]([CH3:46])(=[O:45])=[O:44])=[CH:39][CH:38]=1)=O)([C:25]([CH3:28])([CH3:27])[CH3:26])([CH3:24])[CH3:23], predict the reaction product. The product is: [Si:22]([O:29][C@@H:30]([CH3:58])[C@@H:31]([NH:48][C:49]1[CH:54]=[CH:53][C:52]([C:55]#[N:56])=[C:51]([Cl:57])[CH:50]=1)[C:32]1[O:47][C:36]([C:37]2[CH:38]=[CH:39][C:40]([S:43]([CH3:46])(=[O:45])=[O:44])=[CH:41][CH:42]=2)=[N:35][N:34]=1)([C:25]([CH3:26])([CH3:28])[CH3:27])([CH3:24])[CH3:23]. (2) Given the reactants [Br:1][C:2]1[CH:3]=[N:4][CH:5]=[C:6]([CH:10]=1)[C:7]([OH:9])=O.C(N(CC)C(C)C)(C)C.[CH3:20][S@@:21]([C:24]1[CH:29]=[CH:28][CH:27]=[CH:26][CH:25]=1)(=[NH:23])=[O:22].C1CN([P+](ON2N=NC3C=CC=CC2=3)(N2CCCC2)N2CCCC2)CC1.F[P-](F)(F)(F)(F)F, predict the reaction product. The product is: [Br:1][C:2]1[CH:3]=[N:4][CH:5]=[C:6]([CH:10]=1)[C:7]([N:23]=[S@:21]([CH3:20])(=[O:22])[C:24]1[CH:29]=[CH:28][CH:27]=[CH:26][CH:25]=1)=[O:9].